This data is from CYP3A4 inhibition data for predicting drug metabolism from PubChem BioAssay. The task is: Regression/Classification. Given a drug SMILES string, predict its absorption, distribution, metabolism, or excretion properties. Task type varies by dataset: regression for continuous measurements (e.g., permeability, clearance, half-life) or binary classification for categorical outcomes (e.g., BBB penetration, CYP inhibition). Dataset: cyp3a4_veith. The drug is CCCCCCCCC(=O)NCc1cc(OC)c(O)cc1I. The result is 1 (inhibitor).